From a dataset of Catalyst prediction with 721,799 reactions and 888 catalyst types from USPTO. Predict which catalyst facilitates the given reaction. (1) Reactant: [C:1]([O:4][CH:5]([NH:15][C:16]([O:18][CH2:19][C:20]1[CH:33]=[CH:32][C:31]2[C:30](=[O:34])[C:29]3[C:24](=[CH:25][CH:26]=[CH:27][CH:28]=3)[C:23](=[O:35])[C:22]=2[CH:21]=1)=[O:17])[CH2:6][O:7][CH2:8][C:9]1[CH:14]=[CH:13][CH:12]=[CH:11][CH:10]=1)(=O)C.COCCOC. Product: [CH2:8]([O:7][CH2:6][CH:5]([NH:15][C:16](=[O:17])[O:18][CH2:19][C:20]1[CH:33]=[CH:32][C:31]2[C:30](=[O:34])[C:29]3[C:24](=[CH:25][CH:26]=[CH:27][CH:28]=3)[C:23](=[O:35])[C:22]=2[CH:21]=1)[O:4][CH3:1])[C:9]1[CH:14]=[CH:13][CH:12]=[CH:11][CH:10]=1. The catalyst class is: 5. (2) Reactant: C(Cl)(=O)C(Cl)=O.CS(C)=O.[CH2:11]([O:18][C:19](=[O:31])[NH:20][CH2:21][CH2:22][C:23](=[O:30])[NH:24][CH2:25][CH:26]([OH:29])[CH2:27][CH3:28])[C:12]1[CH:17]=[CH:16][CH:15]=[CH:14][CH:13]=1.C(N(CC)CC)C. Product: [CH2:11]([O:18][C:19](=[O:31])[NH:20][CH2:21][CH2:22][C:23](=[O:30])[NH:24][CH2:25][C:26](=[O:29])[CH2:27][CH3:28])[C:12]1[CH:17]=[CH:16][CH:15]=[CH:14][CH:13]=1. The catalyst class is: 4. (3) Reactant: [NH:1]1[CH2:6][CH2:5][CH2:4][C@@H:3]([NH:7][C:8](=[O:14])[O:9][C:10]([CH3:13])([CH3:12])[CH3:11])[CH2:2]1.[F:15][C:16]1[CH:21]=[CH:20][CH:19]=[CH:18][C:17]=1B(O)O.O.[C:26]([OH:30])(=[O:29])[CH:27]=O.C(O)(C(F)(F)F)C(F)(F)F. Product: [C:10]([O:9][C:8]([NH:7][C@@H:3]1[CH2:4][CH2:5][CH2:6][N:1]([CH:27]([C:17]2[CH:18]=[CH:19][CH:20]=[CH:21][C:16]=2[F:15])[C:26]([OH:30])=[O:29])[CH2:2]1)=[O:14])([CH3:11])([CH3:13])[CH3:12]. The catalyst class is: 2. (4) Reactant: [NH2:1][C:2]1[CH:7]=[CH:6][CH:5]=[CH:4][C:3]=1[NH:8][C:9]1[CH:19]=[CH:18][C:12]([C:13]([O:15][CH2:16][CH3:17])=[O:14])=[CH:11][CH:10]=1.[C:20](N1C=CN=C1)(N1C=CN=C1)=[O:21]. Product: [O:21]=[C:20]1[N:8]([C:9]2[CH:19]=[CH:18][C:12]([C:13]([O:15][CH2:16][CH3:17])=[O:14])=[CH:11][CH:10]=2)[C:3]2[CH:4]=[CH:5][CH:6]=[CH:7][C:2]=2[NH:1]1. The catalyst class is: 1. (5) Reactant: [CH3:1][N:2]1[C:10]2[C:5](=[CH:6][CH:7]=[CH:8][CH:9]=2)[C:4](/[CH:11]=[CH:12]/[C:13](O)=[O:14])=[C:3]1[C:16]1[CH:21]=[CH:20][CH:19]=[CH:18][CH:17]=1.Cl.ON1C2C=CC=CC=2N=N1.[CH3:33][O:34][C:35]1[CH:42]=[CH:41][C:38]([CH2:39][NH2:40])=[CH:37][CH:36]=1. Product: [CH3:33][O:34][C:35]1[CH:42]=[CH:41][C:38]([CH2:39][NH:40][C:13](=[O:14])/[CH:12]=[CH:11]/[C:4]2[C:5]3[C:10](=[CH:9][CH:8]=[CH:7][CH:6]=3)[N:2]([CH3:1])[C:3]=2[C:16]2[CH:21]=[CH:20][CH:19]=[CH:18][CH:17]=2)=[CH:37][CH:36]=1. The catalyst class is: 681. (6) Reactant: [H-].[Na+].[CH2:3]([OH:6])[CH2:4][CH3:5].Br[CH2:8][C:9]1[CH:18]=[CH:17][C:12]([C:13]([O:15]C)=[O:14])=[CH:11][CH:10]=1. Product: [CH2:3]([O:6][CH2:8][C:9]1[CH:18]=[CH:17][C:12]([C:13]([OH:15])=[O:14])=[CH:11][CH:10]=1)[CH2:4][CH3:5]. The catalyst class is: 3. (7) Reactant: Cl.Cl[CH2:3][CH2:4][N:5]1[CH2:10][CH2:9][O:8][CH2:7][CH2:6]1.[NH2:11][C:12]1[CH:17]=[CH:16][C:15]([OH:18])=[CH:14][CH:13]=1.[OH-].[Na+]. Product: [N:5]1([CH2:4][CH2:3][O:18][C:15]2[CH:16]=[CH:17][C:12]([NH2:11])=[CH:13][CH:14]=2)[CH2:10][CH2:9][O:8][CH2:7][CH2:6]1. The catalyst class is: 3. (8) The catalyst class is: 1. Product: [F:18][C:2]([F:17])([F:1])[C:3]1[CH:4]=[CH:5][C:6]([C:9]2[N:14]=[CH:13][C:12]([CH:15]([OH:16])[CH2:19][CH3:20])=[CH:11][CH:10]=2)=[CH:7][CH:8]=1.[F:17][C:2]([F:1])([F:18])[C:3]1[CH:4]=[CH:5][C:6]([C:9]2[N:14]=[CH:13][C:12]([CH2:15][OH:16])=[CH:11][CH:10]=2)=[CH:7][CH:8]=1. Reactant: [F:1][C:2]([F:18])([F:17])[C:3]1[CH:8]=[CH:7][C:6]([C:9]2[N:14]=[CH:13][C:12]([CH:15]=[O:16])=[CH:11][CH:10]=2)=[CH:5][CH:4]=1.[CH3:19][CH2:20][Mg+].[Br-].